This data is from Reaction yield outcomes from USPTO patents with 853,638 reactions. The task is: Predict the reaction yield, written as a fraction of the theoretical maximum amount of product (1.0 means a 100% yield; for example, 0.34 means a 34% yield). The reactants are [CH3:1][O:2][C:3]1[CH:4]=[C:5]([CH:7]=[C:8]([O:10][CH3:11])[CH:9]=1)[NH2:6].[C:12]([O-])(=O)C.[Na+]. The catalyst is C1COCC1. The product is [CH3:11][O:10][C:8]1[CH:7]=[C:5]([NH:6][CH3:12])[CH:4]=[C:3]([O:2][CH3:1])[CH:9]=1. The yield is 0.270.